From a dataset of Peptide-MHC class I binding affinity with 185,985 pairs from IEDB/IMGT. Regression. Given a peptide amino acid sequence and an MHC pseudo amino acid sequence, predict their binding affinity value. This is MHC class I binding data. (1) The peptide sequence is GDYKLVEI. The MHC is Patr-A0101 with pseudo-sequence Patr-A0101. The binding affinity (normalized) is 0. (2) The MHC is HLA-B07:02 with pseudo-sequence HLA-B07:02. The binding affinity (normalized) is 0.494. The peptide sequence is DPMVIENGIL. (3) The peptide sequence is RQFVTAFEF. The MHC is Mamu-B52 with pseudo-sequence Mamu-B52. The binding affinity (normalized) is 0.951. (4) The peptide sequence is AENLWLTVY. The MHC is Mamu-A11 with pseudo-sequence Mamu-A11. The binding affinity (normalized) is 0.337. (5) The MHC is HLA-A03:01 with pseudo-sequence HLA-A03:01. The binding affinity (normalized) is 0.0847. The peptide sequence is PEIRRWIIF. (6) The peptide sequence is RPQVPLRPMTY. The MHC is HLA-A30:01 with pseudo-sequence HLA-A30:01. The binding affinity (normalized) is 0.190. (7) The peptide sequence is IVTDLENRLK. The MHC is HLA-A68:01 with pseudo-sequence HLA-A68:01. The binding affinity (normalized) is 0.470.